Task: Predict the reactants needed to synthesize the given product.. Dataset: Full USPTO retrosynthesis dataset with 1.9M reactions from patents (1976-2016) (1) The reactants are: [NH2:1][C@H:2]([CH2:7][OH:8])[CH2:3][CH:4]([CH3:6])[CH3:5].[F:9][C:10]1[CH:17]=[C:16]([F:18])[CH:15]=[CH:14][C:11]=1[CH:12]=O.O. Given the product [F:9][C:10]1[CH:17]=[C:16]([F:18])[CH:15]=[CH:14][C:11]=1[CH:12]=[N:1][C@@H:2]([CH2:3][CH:4]([CH3:6])[CH3:5])[CH2:7][OH:8], predict the reactants needed to synthesize it. (2) Given the product [Cl:1][C:9]1[N:8]=[C:11]([Cl:13])[CH:12]=[CH:14][C:10]=1[C:27]([N:26]([O:4][CH3:5])[CH3:25])=[O:28], predict the reactants needed to synthesize it. The reactants are: [ClH:1].CN[O:4][CH3:5].C([N:8]([CH2:11][CH3:12])[CH2:9][CH3:10])C.[ClH:13].[CH2:14](N=C=NCCCN(C)C)C.[CH3:25][N:26](C)[CH:27]=[O:28]. (3) Given the product [OH:19][CH:20]([C:34]1[C:43]2[C:38](=[CH:39][CH:40]=[CH:41][CH:42]=2)[CH:37]=[CH:36][CH:35]=1)[CH:21]([NH:33][C:9](=[O:11])[CH2:8][CH2:7][CH2:6][C:2]1[S:1][CH:5]=[CH:4][CH:3]=1)[CH2:22][C:23]1[CH:28]=[CH:27][C:26]([C:29]([F:30])([F:31])[F:32])=[CH:25][CH:24]=1, predict the reactants needed to synthesize it. The reactants are: [S:1]1[CH:5]=[CH:4][CH:3]=[C:2]1[CH2:6][CH2:7][CH2:8][C:9]([OH:11])=O.C(Cl)(=O)C(Cl)=O.Cl.[OH:19][CH:20]([C:34]1[C:43]2[C:38](=[CH:39][CH:40]=[CH:41][CH:42]=2)[CH:37]=[CH:36][CH:35]=1)[CH:21]([NH2:33])[CH2:22][C:23]1[CH:28]=[CH:27][C:26]([C:29]([F:32])([F:31])[F:30])=[CH:25][CH:24]=1.C(=O)([O-])O.[Na+]. (4) Given the product [Br:21][C:16]1[CH:15]=[C:14]([CH:8]([C:5]2[CH:6]=[CH:7][C:2]([OH:1])=[C:3]([Br:22])[CH:4]=2)[N:9]2[CH:13]=[N:12][CH:11]=[N:10]2)[CH:19]=[CH:18][C:17]=1[OH:20], predict the reactants needed to synthesize it. The reactants are: [OH:1][C:2]1[CH:7]=[CH:6][C:5]([CH:8]([C:14]2[CH:19]=[CH:18][C:17]([OH:20])=[CH:16][CH:15]=2)[N:9]2[CH:13]=[N:12][CH:11]=[N:10]2)=[CH:4][CH:3]=1.[Br-:21].[Br-:22].[Br-].C([N+](C)(C)C)C1C=CC=CC=1.C([N+](C)(C)C)C1C=CC=CC=1.C([N+](C)(C)C)C1C=CC=CC=1. (5) Given the product [C:21]([CH:9]1[NH:8][CH2:13][CH2:12][N:11]([C:14]([O:16][C:17]([CH3:18])([CH3:19])[CH3:20])=[O:15])[CH2:10]1)(=[O:23])[NH2:25], predict the reactants needed to synthesize it. The reactants are: C(OC([N:8]1[CH2:13][CH2:12][N:11]([C:14]([O:16][C:17]([CH3:20])([CH3:19])[CH3:18])=[O:15])[CH2:10][CH:9]1[C:21]([OH:23])=O)=O)(C)(C)C.C[N:25](C=O)C.S(Cl)(Cl)=O.